This data is from Reaction yield outcomes from USPTO patents with 853,638 reactions. The task is: Predict the reaction yield, written as a fraction of the theoretical maximum amount of product (1.0 means a 100% yield; for example, 0.34 means a 34% yield). (1) The reactants are [O:1]([C:8]1[CH:17]=[CH:16][C:11]([C:12]([O:14]C)=[O:13])=[CH:10][CH:9]=1)[C:2]1[CH:7]=[CH:6][CH:5]=[CH:4][CH:3]=1.[OH-].[Na+]. The catalyst is CCO.O. The product is [O:1]([C:8]1[CH:17]=[CH:16][C:11]([C:12]([OH:14])=[O:13])=[CH:10][CH:9]=1)[C:2]1[CH:3]=[CH:4][CH:5]=[CH:6][CH:7]=1. The yield is 0.950. (2) The yield is 0.320. The reactants are [F:1][C:2]1[C:10]([O:11][C:12]2[C:21]3[C:16](=[CH:17][C:18]([O:24][CH2:25][CH2:26][CH2:27][N:28]4[CH2:33][CH2:32][NH:31][CH2:30][CH2:29]4)=[C:19]([O:22][CH3:23])[CH:20]=3)[N:15]=[CH:14][N:13]=2)=[CH:9][CH:8]=[C:7]2[C:3]=1[CH:4]=[C:5]([CH3:34])[NH:6]2.I[CH2:36][C:37]([NH2:39])=[O:38].C(N(CC)C(C)C)(C)C. The catalyst is C(#N)C. The product is [C:37]([CH2:36][N:31]1[CH2:32][CH2:33][N:28]([CH2:27][CH2:26][CH2:25][O:24][C:18]2[CH:17]=[C:16]3[C:21]([C:12]([O:11][C:10]4[C:2]([F:1])=[C:3]5[C:7](=[CH:8][CH:9]=4)[NH:6][C:5]([CH3:34])=[CH:4]5)=[N:13][CH:14]=[N:15]3)=[CH:20][C:19]=2[O:22][CH3:23])[CH2:29][CH2:30]1)(=[O:38])[NH2:39]. (3) The reactants are Br[C:2]1[CH:3]=[C:4]([C:8]2[CH:13]=[CH:12][CH:11]=[CH:10][CH:9]=2)[CH:5]=[CH:6][CH:7]=1.[O:14]1CCC[CH2:15]1.C([Li])CCC.CN(C)C=O. The catalyst is O. The product is [C:8]1([C:4]2[CH:3]=[C:2]([CH:7]=[CH:6][CH:5]=2)[CH:15]=[O:14])[CH:9]=[CH:10][CH:11]=[CH:12][CH:13]=1. The yield is 0.790. (4) The reactants are Br[C:2]1[C:7]2=[N:8][S:9][N:10]=[C:6]2[C:5](Br)=[CH:4][C:3]=1[F:12].[CH2:13]([C:25]1[CH:26]=[C:27]([Sn](C)(C)C)[S:28][CH:29]=1)[CH2:14][CH2:15][CH2:16][CH2:17][CH2:18][CH2:19][CH2:20][CH2:21][CH2:22][CH2:23][CH3:24]. The catalyst is C1C=CC([P]([Pd]([P](C2C=CC=CC=2)(C2C=CC=CC=2)C2C=CC=CC=2)([P](C2C=CC=CC=2)(C2C=CC=CC=2)C2C=CC=CC=2)[P](C2C=CC=CC=2)(C2C=CC=CC=2)C2C=CC=CC=2)(C2C=CC=CC=2)C2C=CC=CC=2)=CC=1.C1(C)C=CC=CC=1. The product is [CH2:13]([C:25]1[CH:26]=[C:27]([C:2]2[C:7]3=[N:8][S:9][N:10]=[C:6]3[C:5]([C:27]3[S:28][CH:29]=[C:25]([CH2:13][CH2:14][CH2:15][CH2:16][CH2:17][CH2:18][CH2:19][CH2:20][CH2:21][CH2:22][CH2:23][CH3:24])[CH:26]=3)=[CH:4][C:3]=2[F:12])[S:28][CH:29]=1)[CH2:14][CH2:15][CH2:16][CH2:17][CH2:18][CH2:19][CH2:20][CH2:21][CH2:22][CH2:23][CH3:24]. The yield is 0.470. (5) The reactants are [CH3:1][O:2][C:3](=[O:20])[C:4]1[CH:9]=[C:8]([NH2:10])[C:7]([NH2:11])=[C:6]([Cl:12])[C:5]=1[NH:13][C:14]1[CH:19]=[CH:18][CH:17]=[CH:16][CH:15]=1.[C:21](O)(=O)C.C(N)=N. The catalyst is CCO.CCOC(C)=O. The product is [CH3:1][O:2][C:3]([C:4]1[C:5]([NH:13][C:14]2[CH:15]=[CH:16][CH:17]=[CH:18][CH:19]=2)=[C:6]([Cl:12])[C:7]2[N:11]=[CH:21][NH:10][C:8]=2[CH:9]=1)=[O:20]. The yield is 0.990. (6) The reactants are [C:1]1([C:6]2[C:14]3[C:9](=[CH:10][N:11]=[C:12]([C:15]4[CH:16]=[N:17][CH:18]=[CH:19][CH:20]=4)[CH:13]=3)[N:8](C3CCCCO3)[N:7]=2)[CH2:5][CH2:4][CH2:3][CH:2]=1. The catalyst is FC(F)(F)C(O)=O. The product is [C:1]1([C:6]2[C:14]3[C:9](=[CH:10][N:11]=[C:12]([C:15]4[CH:16]=[N:17][CH:18]=[CH:19][CH:20]=4)[CH:13]=3)[NH:8][N:7]=2)[CH2:5][CH2:4][CH2:3][CH:2]=1. The yield is 0.380. (7) The reactants are [C:1]1([S:7]([N:10]2[C:14]3=[N:15][CH:16]=[C:17]([N:19]4[CH2:24][CH2:23][O:22][CH2:21][CH2:20]4)[CH:18]=[C:13]3[C:12](I)=[CH:11]2)(=[O:9])=[O:8])[CH:6]=[CH:5][CH:4]=[CH:3][CH:2]=1.[C:26]([N:45]1[CH:49]=[C:48](B(O)O)[CH:47]=[N:46]1)([C:39]1[CH:44]=[CH:43][CH:42]=[CH:41][CH:40]=1)([C:33]1[CH:38]=[CH:37][CH:36]=[CH:35][CH:34]=1)[C:27]1[CH:32]=[CH:31][CH:30]=[CH:29][CH:28]=1.[Li+].[Cl-].C([O-])([O-])=O.[Na+].[Na+]. The catalyst is CCO.Cl[Pd](Cl)([P](C1C=CC=CC=1)(C1C=CC=CC=1)C1C=CC=CC=1)[P](C1C=CC=CC=1)(C1C=CC=CC=1)C1C=CC=CC=1.O.C1(C)C=CC=CC=1. The product is [C:1]1([S:7]([N:10]2[C:14]3=[N:15][CH:16]=[C:17]([N:19]4[CH2:24][CH2:23][O:22][CH2:21][CH2:20]4)[CH:18]=[C:13]3[C:12]([C:48]3[CH:47]=[N:46][N:45]([C:26]([C:33]4[CH:38]=[CH:37][CH:36]=[CH:35][CH:34]=4)([C:27]4[CH:28]=[CH:29][CH:30]=[CH:31][CH:32]=4)[C:39]4[CH:44]=[CH:43][CH:42]=[CH:41][CH:40]=4)[CH:49]=3)=[CH:11]2)(=[O:9])=[O:8])[CH:6]=[CH:5][CH:4]=[CH:3][CH:2]=1. The yield is 0.810. (8) The reactants are [F:1][C:2]1([F:65])[CH2:7][CH2:6][CH:5]([C:8]2[C:17]3[CH:16]([O:18]CC4C=CC(OC)=CC=4)[CH2:15][C:14]([CH3:29])([CH3:28])[CH2:13][C:12]=3[N:11]=[C:10]([CH:30]3[CH2:35][CH2:34][N:33]([C:36]4[N:41]=[CH:40][C:39]([N:42]5[CH2:47][CH2:46][CH:45]([C:48]([O:50][CH2:51][CH3:52])=[O:49])[CH2:44][CH2:43]5)=[CH:38][N:37]=4)[CH2:32][CH2:31]3)[C:9]=2[CH:53]([F:64])[C:54]2[CH:59]=[CH:58][C:57]([C:60]([F:63])([F:62])[F:61])=[CH:56][CH:55]=2)[CH2:4][CH2:3]1.Cl.O1CCOCC1.C(=O)([O-])O.[Na+]. The catalyst is C(O)C. The product is [F:65][C:2]1([F:1])[CH2:3][CH2:4][CH:5]([C:8]2[C:17]3[CH:16]([OH:18])[CH2:15][C:14]([CH3:28])([CH3:29])[CH2:13][C:12]=3[N:11]=[C:10]([CH:30]3[CH2:35][CH2:34][N:33]([C:36]4[N:37]=[CH:38][C:39]([N:42]5[CH2:47][CH2:46][CH:45]([C:48]([O:50][CH2:51][CH3:52])=[O:49])[CH2:44][CH2:43]5)=[CH:40][N:41]=4)[CH2:32][CH2:31]3)[C:9]=2[CH:53]([F:64])[C:54]2[CH:55]=[CH:56][C:57]([C:60]([F:63])([F:62])[F:61])=[CH:58][CH:59]=2)[CH2:6][CH2:7]1. The yield is 0.810. (9) The reactants are [CH3:1][C:2]1([CH3:10])[O:7][C:6](=[O:8])[CH2:5][C:4](=[O:9])[O:3]1.N1C=CC=CC=1.[Cl:17][C:18]1[CH:23]=[CH:22][C:21]([CH2:24][C:25](Cl)=[O:26])=[CH:20][CH:19]=1.Cl. The catalyst is C(Cl)Cl. The product is [Cl:17][C:18]1[CH:23]=[CH:22][C:21]([CH2:24][C:25](=[C:5]2[C:6](=[O:8])[O:7][C:2]([CH3:10])([CH3:1])[O:3][C:4]2=[O:9])[OH:26])=[CH:20][CH:19]=1. The yield is 0.950.